Dataset: Full USPTO retrosynthesis dataset with 1.9M reactions from patents (1976-2016). Task: Predict the reactants needed to synthesize the given product. (1) The reactants are: [NH2:1][C:2]1[N:10]=[C:9]([F:11])[N:8]=[C:7]2[C:3]=1[N:4]=[C:5]([CH2:16][C:17]1[C:25]([I:26])=[CH:24][C:20]3[O:21][CH2:22][O:23][C:19]=3[CH:18]=1)[N:6]2[CH2:12][CH2:13][CH2:14][OH:15].C([O-])([O-])=O.[Ca+2].[S:32](Cl)(=[O:35])(=[O:34])[NH2:33]. Given the product [NH2:1][C:2]1[N:10]=[C:9]([F:11])[N:8]=[C:7]2[C:3]=1[N:4]=[C:5]([CH2:16][C:17]1[C:25]([I:26])=[CH:24][C:20]3[O:21][CH2:22][O:23][C:19]=3[CH:18]=1)[N:6]2[CH2:12][CH2:13][CH2:14][O:15][S:32](=[O:35])(=[O:34])[NH2:33], predict the reactants needed to synthesize it. (2) Given the product [CH2:19]([O:8][C:6]1[CH:7]=[C:2]([I:1])[CH:3]=[CH:4][C:5]=1[O:9][CH:10]([CH3:12])[CH3:11])[CH3:20], predict the reactants needed to synthesize it. The reactants are: [I:1][C:2]1[CH:3]=[CH:4][C:5]([O:9][CH:10]([CH3:12])[CH3:11])=[C:6]([OH:8])[CH:7]=1.C([O-])([O-])=O.[K+].[K+].[CH2:19](I)[CH3:20]. (3) Given the product [F:20][C:21]1[CH:22]=[CH:23][C:24]([C:27]2[S:31][C:30]([CH3:32])=[N:29][C:28]=2[C:33]([N:2]2[C@H:3]([CH2:7][NH:8][C:9]([C:11]3[N:18]4[C:14]([S:15][CH:16]=[CH:17]4)=[N:13][C:12]=3[CH3:19])=[O:10])[CH2:4][C@H:5]3[C@@H:1]2[CH2:6]3)=[O:34])=[CH:25][CH:26]=1, predict the reactants needed to synthesize it. The reactants are: [C@H:1]12[CH2:6][C@H:5]1[CH2:4][C@@H:3]([CH2:7][NH:8][C:9]([C:11]1[N:18]3[C:14]([S:15][CH:16]=[CH:17]3)=[N:13][C:12]=1[CH3:19])=[O:10])[NH:2]2.[F:20][C:21]1[CH:26]=[CH:25][C:24]([C:27]2[S:31][C:30]([CH3:32])=[N:29][C:28]=2[C:33](O)=[O:34])=[CH:23][CH:22]=1.